From a dataset of Reaction yield outcomes from USPTO patents with 853,638 reactions. Predict the reaction yield, written as a fraction of the theoretical maximum amount of product (1.0 means a 100% yield; for example, 0.34 means a 34% yield). The reactants are Br[C:2]1[CH:24]=[C:23]([C:25]#[N:26])[CH:22]=[CH:21][C:3]=1[O:4][CH2:5][C:6]([N:8]([CH:18]([CH3:20])[CH3:19])[NH:9][C:10](=[O:17])[C:11]1[CH:16]=[CH:15][CH:14]=[CH:13][CH:12]=1)=[O:7].C([O-])([O-])=O.[Na+].[Na+].[CH2:33]([C:35]1[CH:40]=[CH:39][CH:38]=[CH:37][C:36]=1B(O)O)[CH3:34]. The catalyst is COCCOC. The product is [C:25]([C:23]1[CH:22]=[CH:21][C:3]([O:4][CH2:5][C:6]([N:8]([CH:18]([CH3:20])[CH3:19])[NH:9][C:10](=[O:17])[C:11]2[CH:16]=[CH:15][CH:14]=[CH:13][CH:12]=2)=[O:7])=[C:2]([C:36]2[CH:37]=[CH:38][CH:39]=[CH:40][C:35]=2[CH2:33][CH3:34])[CH:24]=1)#[N:26]. The yield is 0.840.